Dataset: Full USPTO retrosynthesis dataset with 1.9M reactions from patents (1976-2016). Task: Predict the reactants needed to synthesize the given product. (1) Given the product [Cl:17][C:18]1[CH:23]=[CH:22][CH:21]=[CH:20][C:19]=1[N:24]1[CH:28]=[CH:27][C:26]([O:29][CH2:2][C:3]2[C:8]([CH3:9])=[CH:7][CH:6]=[CH:5][C:4]=2[N:10]2[C:14](=[O:15])[N:13]([CH3:16])[N:12]=[N:11]2)=[N:25]1, predict the reactants needed to synthesize it. The reactants are: Br[CH2:2][C:3]1[C:8]([CH3:9])=[CH:7][CH:6]=[CH:5][C:4]=1[N:10]1[C:14](=[O:15])[N:13]([CH3:16])[N:12]=[N:11]1.[Cl:17][C:18]1[CH:23]=[CH:22][CH:21]=[CH:20][C:19]=1[N:24]1[CH:28]=[CH:27][C:26]([OH:29])=[N:25]1.C(=O)([O-])[O-].[K+].[K+].C(#N)C. (2) Given the product [F:31][C:28]1[CH:29]=[CH:30][C:25]([O:24][C:22](=[O:23])[N:21]([C@H:19]2[C@H:18]([C:35]3[CH:40]=[CH:39][C:38]([Cl:41])=[CH:37][CH:36]=3)[CH2:17][N:16]([C:14]([CH:11]3[CH2:12][CH2:13][NH:8][CH2:9][CH2:10]3)=[O:15])[CH2:20]2)[CH:32]2[CH2:34][CH2:33]2)=[CH:26][CH:27]=1, predict the reactants needed to synthesize it. The reactants are: C(OC([N:8]1[CH2:13][CH2:12][CH:11]([C:14]([N:16]2[CH2:20][C@@H:19]([N:21]([CH:32]3[CH2:34][CH2:33]3)[C:22]([O:24][C:25]3[CH:30]=[CH:29][C:28]([F:31])=[CH:27][CH:26]=3)=[O:23])[C@H:18]([C:35]3[CH:40]=[CH:39][C:38]([Cl:41])=[CH:37][CH:36]=3)[CH2:17]2)=[O:15])[CH2:10][CH2:9]1)=O)(C)(C)C.C(O)(C(F)(F)F)=O. (3) Given the product [NH2:3][C:4]1[CH:5]=[C:6]([CH:29]=[CH:30][CH:31]=1)[C:7]([NH:9][C:10]1[C:15]([CH3:16])=[CH:14][C:13]([C:17]([F:26])([C:22]([F:23])([F:24])[F:25])[C:18]([F:19])([F:20])[F:21])=[CH:12][C:11]=1[CH2:27][CH3:28])=[O:8], predict the reactants needed to synthesize it. The reactants are: S(=[N:3][C:4]1[CH:5]=[C:6]([CH:29]=[CH:30][CH:31]=1)[C:7]([NH:9][C:10]1[C:15]([CH3:16])=[CH:14][C:13]([C:17]([F:26])([C:22]([F:25])([F:24])[F:23])[C:18]([F:21])([F:20])[F:19])=[CH:12][C:11]=1[CH2:27][CH3:28])=[O:8])=O.Cl.